This data is from Full USPTO retrosynthesis dataset with 1.9M reactions from patents (1976-2016). The task is: Predict the reactants needed to synthesize the given product. (1) Given the product [C:23]1([S:29]([C:2]2[CH:3]=[C:4]3[C:8](=[CH:9][CH:10]=2)[N:7]([CH:11]2[CH2:15][CH2:14][N:13]([C:16]([O:18][C:19]([CH3:22])([CH3:21])[CH3:20])=[O:17])[CH2:12]2)[CH2:6][CH2:5]3)(=[O:31])=[O:30])[CH:28]=[CH:27][CH:26]=[CH:25][CH:24]=1, predict the reactants needed to synthesize it. The reactants are: I[C:2]1[CH:3]=[C:4]2[C:8](=[CH:9][CH:10]=1)[N:7]([CH:11]1[CH2:15][CH2:14][N:13]([C:16]([O:18][C:19]([CH3:22])([CH3:21])[CH3:20])=[O:17])[CH2:12]1)[CH2:6][CH2:5]2.[C:23]1([S:29]([O-:31])=[O:30])[CH:28]=[CH:27][CH:26]=[CH:25][CH:24]=1.[Na+]. (2) The reactants are: C(=O)([O-])[O-].[Na+].[Na+].Br[C:8]1[CH:13]=[CH:12][CH:11]=[CH:10][N:9]=1.[N+:14]([C:17]1[CH:29]=[C:28](B2OC(C)(C)C(C)(C)O2)[CH:27]=[CH:26][C:18]=1[C:19]([O:21][C:22]([CH3:25])([CH3:24])[CH3:23])=[O:20])([O-:16])=[O:15].C(O)(=O)CC(CC(O)=O)(C(O)=O)O. Given the product [N+:14]([C:17]1[CH:29]=[C:28]([C:8]2[CH:13]=[CH:12][CH:11]=[CH:10][N:9]=2)[CH:27]=[CH:26][C:18]=1[C:19]([O:21][C:22]([CH3:25])([CH3:24])[CH3:23])=[O:20])([O-:16])=[O:15], predict the reactants needed to synthesize it. (3) Given the product [NH:5]1[CH:6]=[CH:7][C:2](=[O:1])[C:3]2=[CH:15][CH:14]=[CH:13][N:4]12, predict the reactants needed to synthesize it. The reactants are: [O:1]=[C:2]1[C:7](C(OCC)=O)=[CH:6][NH:5][N:4]2[CH:13]=[CH:14][CH:15]=[C:3]12.[Cl-].[Na+].O. (4) Given the product [C:10]([O:7][CH2:6][C:5]1[CH:8]=[CH:9][C:2]([OH:1])=[CH:3][CH:4]=1)(=[O:18])[CH2:11][CH2:12][CH2:13][CH2:14][CH2:15][CH2:16][CH3:17], predict the reactants needed to synthesize it. The reactants are: [OH:1][C:2]1[CH:9]=[CH:8][C:5]([CH2:6][OH:7])=[CH:4][CH:3]=1.[C:10](O)(=[O:18])[CH2:11][CH2:12][CH2:13][CH2:14][CH2:15][CH2:16][CH3:17]. (5) Given the product [Cl:56][C:57]1[CH:62]=[CH:61][CH:60]=[CH:59][C:58]=1[NH:63][C:64](=[O:65])[NH:32][C:33]1[CH:38]=[CH:37][C:36]([C:39]2[S:43][C:42]([CH:44]3[CH2:49][CH2:48][N:47]([CH2:50][C:51]([O:53][CH2:54][CH3:55])=[O:52])[CH2:46][CH2:45]3)=[N:41][CH:40]=2)=[CH:35][CH:34]=1, predict the reactants needed to synthesize it. The reactants are: FC(F)(F)C1C=C(NC(=O)NC2C=CC(C3SC(CCC(OC)=O)=NC=3)=CC=2)C=CC=1.[NH2:32][C:33]1[CH:38]=[CH:37][C:36]([C:39]2[S:43][C:42]([CH:44]3[CH2:49][CH2:48][N:47]([CH2:50][C:51]([O:53][CH2:54][CH3:55])=[O:52])[CH2:46][CH2:45]3)=[N:41][CH:40]=2)=[CH:35][CH:34]=1.[Cl:56][C:57]1[CH:62]=[CH:61][CH:60]=[CH:59][C:58]=1[N:63]=[C:64]=[O:65]. (6) Given the product [Cl:34][C:35]1[CH:42]=[CH:41][C:38]([CH2:39][NH:40][C:27](=[O:28])[C:26]2[CH:30]=[CH:31][CH:32]=[C:24]([C:23]3[N:18]4[N:17]=[C:16]([NH:15][C:12]5[CH:13]=[CH:14][C:9]([O:8][CH2:7][CH2:6][N:1]6[CH2:2][CH2:3][CH2:4][CH2:5]6)=[CH:10][CH:11]=5)[N:33]=[C:19]4[CH:20]=[CH:21][CH:22]=3)[CH:25]=2)=[CH:37][CH:36]=1, predict the reactants needed to synthesize it. The reactants are: [N:1]1([CH2:6][CH2:7][O:8][C:9]2[CH:14]=[CH:13][C:12]([NH:15][C:16]3[N:33]=[C:19]4[CH:20]=[CH:21][CH:22]=[C:23]([C:24]5[CH:25]=[C:26]([CH:30]=[CH:31][CH:32]=5)[C:27](O)=[O:28])[N:18]4[N:17]=3)=[CH:11][CH:10]=2)[CH2:5][CH2:4][CH2:3][CH2:2]1.[Cl:34][C:35]1[CH:42]=[CH:41][C:38]([CH2:39][NH2:40])=[CH:37][CH:36]=1.C(Cl)CCl.C(N(C(C)C)CC)(C)C.C1C=CC2N(O)N=NC=2C=1. (7) Given the product [CH3:13][O:14][C:15]1[CH:50]=[C:49]([O:51][CH3:52])[CH:48]=[CH:47][C:16]=1[CH2:17][N:18]1[C:23](=[O:24])[C:22]([CH2:25][C:26]2[CH:31]=[CH:30][C:29]([C:32]3[CH:37]=[CH:36][CH:35]=[CH:34][C:33]=3[C:38]3[NH:3][C:4](=[O:7])[O:5][N:39]=3)=[CH:28][C:27]=2[F:40])=[C:21]([CH2:41][CH2:42][CH3:43])[N:20]2[N:44]=[CH:45][N:46]=[C:19]12, predict the reactants needed to synthesize it. The reactants are: [Cl-].O[NH3+:3].[C:4](=[O:7])([O-])[OH:5].[Na+].CS(C)=O.[CH3:13][O:14][C:15]1[CH:50]=[C:49]([O:51][CH3:52])[CH:48]=[CH:47][C:16]=1[CH2:17][N:18]1[C:23](=[O:24])[C:22]([CH2:25][C:26]2[CH:31]=[CH:30][C:29]([C:32]3[C:33]([C:38]#[N:39])=[CH:34][CH:35]=[CH:36][CH:37]=3)=[CH:28][C:27]=2[F:40])=[C:21]([CH2:41][CH2:42][CH3:43])[N:20]2[N:44]=[CH:45][N:46]=[C:19]12. (8) Given the product [CH2:8]([NH:15][C:16]([C:18]1[S:22][C:21]([NH:23][C:5]([CH:1]2[CH2:4][CH2:3][CH2:2]2)=[O:6])=[N:20][C:19]=1[CH3:24])=[O:17])[C:9]1[CH:14]=[CH:13][CH:12]=[CH:11][CH:10]=1, predict the reactants needed to synthesize it. The reactants are: [CH:1]1([C:5](Cl)=[O:6])[CH2:4][CH2:3][CH2:2]1.[CH2:8]([NH:15][C:16]([C:18]1[S:22][C:21]([NH2:23])=[N:20][C:19]=1[CH3:24])=[O:17])[C:9]1[CH:14]=[CH:13][CH:12]=[CH:11][CH:10]=1. (9) Given the product [CH3:31][C:30]1[CH:29]=[C:28]([CH3:32])[NH:27][C:26](=[O:33])[C:25]=1[CH2:24][NH:23][C:21]([C:11]1[C:12]2[CH:17]=[N:16][N:15]([CH:18]([CH3:19])[CH3:20])[C:13]=2[N:14]=[C:9]([C:5]2[CH:6]=[CH:7][CH:8]=[C:3]([CH2:2][N:35]([CH3:36])[CH3:34])[CH:4]=2)[CH:10]=1)=[O:22], predict the reactants needed to synthesize it. The reactants are: Br[CH2:2][C:3]1[CH:4]=[C:5]([C:9]2[CH:10]=[C:11]([C:21]([NH:23][CH2:24][C:25]3[C:26](=[O:33])[NH:27][C:28]([CH3:32])=[CH:29][C:30]=3[CH3:31])=[O:22])[C:12]3[CH:17]=[N:16][N:15]([CH:18]([CH3:20])[CH3:19])[C:13]=3[N:14]=2)[CH:6]=[CH:7][CH:8]=1.[CH3:34][N:35](C=O)[CH3:36].CNC.O.